Dataset: Catalyst prediction with 721,799 reactions and 888 catalyst types from USPTO. Task: Predict which catalyst facilitates the given reaction. (1) Reactant: [OH:1][C:2]1[CH:3]=[C:4]([O:8][C:9](=[O:11])[CH3:10])[CH:5]=[CH:6][CH:7]=1.C(=O)([O-])[O-].[K+].[K+].Cl[CH2:19][C:20]1[N:21]=[C:22]([C:26]2[CH:31]=[CH:30][CH:29]=[CH:28][CH:27]=2)[O:23][C:24]=1[CH3:25]. Product: [CH3:25][C:24]1[O:23][C:22]([C:26]2[CH:27]=[CH:28][CH:29]=[CH:30][CH:31]=2)=[N:21][C:20]=1[CH2:19][O:1][C:2]1[CH:3]=[C:4]([O:8][C:9](=[O:11])[CH3:10])[CH:5]=[CH:6][CH:7]=1. The catalyst class is: 39. (2) Product: [C:1]([C:5]1[CH:6]=[C:7]([NH:28][C:29]([NH:31][C@@H:32]2[C:41]3[C:36](=[CH:37][CH:38]=[CH:39][CH:40]=3)[C@H:35]([O:42][C:43]3[CH:44]=[CH:45][C:46]4[N:47]([C:49]([N:52]5[CH2:57][CH2:56][CH2:55][CH2:54][CH2:53]5)=[N:50][N:51]=4)[CH:48]=3)[CH2:34][CH2:33]2)=[O:30])[N:8]([C:10]2[CH:15]=[CH:14][C:13]([Cl:16])=[C:12]([CH:11]=2)[O:17][CH2:18][CH2:19][CH2:20][O:21][S:59]([CH3:58])(=[O:61])=[O:60])[N:9]=1)([CH3:4])([CH3:3])[CH3:2]. The catalyst class is: 2. Reactant: [C:1]([C:5]1[CH:6]=[C:7]([NH:28][C:29]([NH:31][C@@H:32]2[C:41]3[C:36](=[CH:37][CH:38]=[CH:39][CH:40]=3)[C@H:35]([O:42][C:43]3[CH:44]=[CH:45][C:46]4[N:47]([C:49]([N:52]5[CH2:57][CH2:56][CH2:55][CH2:54][CH2:53]5)=[N:50][N:51]=4)[CH:48]=3)[CH2:34][CH2:33]2)=[O:30])[N:8]([C:10]2[CH:15]=[CH:14][C:13]([Cl:16])=[C:12]([O:17][CH2:18][CH2:19][CH2:20][O:21]C3CCCCO3)[CH:11]=2)[N:9]=1)([CH3:4])([CH3:3])[CH3:2].[CH3:58][S:59](Cl)(=[O:61])=[O:60].CCN(C(C)C)C(C)C. (3) Reactant: [CH3:1][O:2][C:3]1[CH:4]=[C:5]2[C:10](=[CH:11][C:12]=1[O:13][CH3:14])[N:9]=[CH:8][N:7]=[C:6]2[O:15][C:16]1[CH:22]=[CH:21][C:19]([NH2:20])=[CH:18][CH:17]=1.C(N(CC)CC)C.[C:30](Cl)(Cl)=[S:31].[N:34]1([CH2:40][CH2:41][NH2:42])[CH2:39][CH2:38][CH2:37][CH2:36][CH2:35]1. Product: [CH3:1][O:2][C:3]1[CH:4]=[C:5]2[C:10](=[CH:11][C:12]=1[O:13][CH3:14])[N:9]=[CH:8][N:7]=[C:6]2[O:15][C:16]1[CH:22]=[CH:21][C:19]([NH:20][C:30]([NH:42][CH2:41][CH2:40][N:34]2[CH2:39][CH2:38][CH2:37][CH2:36][CH2:35]2)=[S:31])=[CH:18][CH:17]=1. The catalyst class is: 42. (4) Reactant: Br[C:2]1[CH:7]=[C:6]([CH:8]=[CH2:9])[C:5]([N+:10]([O-:12])=[O:11])=[CH:4][N:3]=1.[CH3:13][N:14]1[CH:18]=[C:17](B2OC(C)(C)C(C)(C)O2)[CH:16]=[N:15]1.C(=O)([O-])[O-].[Na+].[Na+].C(COC)OC. Product: [CH3:13][N:14]1[CH:18]=[C:17]([C:2]2[CH:7]=[C:6]([CH:8]=[CH2:9])[C:5]([N+:10]([O-:12])=[O:11])=[CH:4][N:3]=2)[CH:16]=[N:15]1. The catalyst class is: 6.